Dataset: Catalyst prediction with 721,799 reactions and 888 catalyst types from USPTO. Task: Predict which catalyst facilitates the given reaction. (1) Reactant: [S:1]1[C:9]2[CH2:8][CH2:7][NH:6][C:5](=[O:10])[C:4]=2[CH:3]=[CH:2]1.I[C:12]1[CH:13]=[N:14][CH:15]=[CH:16][C:17]=1[CH3:18].P([O-])([O-])([O-])=O.[K+].[K+].[K+]. The catalyst class is: 246. Product: [CH3:18][C:17]1[CH:16]=[CH:15][N:14]=[CH:13][C:12]=1[N:6]1[CH2:7][CH2:8][C:9]2[S:1][CH:2]=[CH:3][C:4]=2[C:5]1=[O:10]. (2) Reactant: [CH:1]([S:3]([C:6]1[CH:7]=[CH:8][C:9]([O:35][CH3:36])=[C:10]([S:12]([NH:15][C:16]2[CH:21]=[CH:20][CH:19]=[CH:18][C:17]=2[NH:22][S:23]([C:26]2[S:30][C:29]3[CH:31]=[CH:32][CH:33]=[CH:34][C:28]=3[CH:27]=2)(=[O:25])=[O:24])(=[O:14])=[O:13])[CH:11]=1)(=[O:5])=[O:4])=[CH2:2].[NH:37]1[CH2:41][CH2:40][CH2:39][CH2:38]1. Product: [CH3:36][O:35][C:9]1[CH:8]=[CH:7][C:6]([S:3]([CH2:1][CH2:2][N:37]2[CH2:41][CH2:40][CH2:39][CH2:38]2)(=[O:4])=[O:5])=[CH:11][C:10]=1[S:12]([NH:15][C:16]1[CH:21]=[CH:20][CH:19]=[CH:18][C:17]=1[NH:22][S:23]([C:26]1[S:30][C:29]2[CH:31]=[CH:32][CH:33]=[CH:34][C:28]=2[CH:27]=1)(=[O:25])=[O:24])(=[O:13])=[O:14]. The catalyst class is: 76. (3) Reactant: [Cl:1][C:2]1[CH:3]=[C:4]([C@@H:9]2[O:15][CH2:14][CH2:13][N:12]([C:16]([O:18][C:19]([CH3:22])([CH3:21])[CH3:20])=[O:17])[CH2:11][C@H:10]2[CH2:23]OS(C)(=O)=O)[CH:5]=[CH:6][C:7]=1[Cl:8].[N-:29]=[N+:30]=[N-:31].[Na+]. Product: [N:29]([CH2:23][C@H:10]1[C@H:9]([C:4]2[CH:5]=[CH:6][C:7]([Cl:8])=[C:2]([Cl:1])[CH:3]=2)[O:15][CH2:14][CH2:13][N:12]([C:16]([O:18][C:19]([CH3:22])([CH3:21])[CH3:20])=[O:17])[CH2:11]1)=[N+:30]=[N-:31]. The catalyst class is: 3. (4) Product: [Cl:22][CH2:21][CH2:20][CH2:19][CH:9]([C:3]1[CH:4]=[CH:5][C:6]([F:8])=[CH:7][C:2]=1[Cl:1])[C:10]([OH:12])=[O:11]. The catalyst class is: 1. Reactant: [Cl:1][C:2]1[CH:7]=[C:6]([F:8])[CH:5]=[CH:4][C:3]=1[CH2:9][C:10]([OH:12])=[O:11].C([Li])CCC.Br[CH2:19][CH2:20][CH2:21][Cl:22]. (5) Reactant: [F:1][C:2]1[CH:7]=[CH:6][C:5]([CH:8]([OH:33])[CH:9]([NH:21][CH2:22][C:23]2[C:32]3[C:27](=[CH:28][CH:29]=[CH:30][CH:31]=3)[CH:26]=[CH:25][CH:24]=2)[CH2:10][C:11]2[CH:16]=[CH:15][C:14]([C:17]([F:20])([F:19])[F:18])=[CH:13][CH:12]=2)=[CH:4][CH:3]=1.[C:34](Cl)(=[O:36])[CH3:35].C(=O)([O-])O.[Na+]. Product: [F:1][C:2]1[CH:7]=[CH:6][C:5]([CH:8]([OH:33])[CH:9]([N:21]([CH2:22][C:23]2[C:32]3[C:27](=[CH:28][CH:29]=[CH:30][CH:31]=3)[CH:26]=[CH:25][CH:24]=2)[C:34](=[O:36])[CH3:35])[CH2:10][C:11]2[CH:16]=[CH:15][C:14]([C:17]([F:20])([F:19])[F:18])=[CH:13][CH:12]=2)=[CH:4][CH:3]=1. The catalyst class is: 84. (6) Reactant: [Cl:1][C:2]1[CH:7]=[CH:6][C:5](/[CH:8]=[CH:9]/[C:10]([OH:12])=O)=[C:4]([CH2:13][N:14]2[N:18]=[N:17][C:16]([CH3:19])=[N:15]2)[CH:3]=1.[CH:20]([C:23]1[N:27]=[C:26]([CH:28]2[CH2:33][CH2:32][CH2:31][NH:30][CH2:29]2)[O:25][N:24]=1)([CH3:22])[CH3:21].CCN(C(C)C)C(C)C.C(P1(=O)OP(CCC)(=O)OP(CCC)(=O)O1)CC. Product: [Cl:1][C:2]1[CH:7]=[CH:6][C:5](/[CH:8]=[CH:9]/[C:10]([N:30]2[CH2:31][CH2:32][CH2:33][CH:28]([C:26]3[O:25][N:24]=[C:23]([CH:20]([CH3:22])[CH3:21])[N:27]=3)[CH2:29]2)=[O:12])=[C:4]([CH2:13][N:14]2[N:18]=[N:17][C:16]([CH3:19])=[N:15]2)[CH:3]=1. The catalyst class is: 3. (7) Reactant: [C:1]([C:4]1[CH:5]=[C:6]2[C:10](=[CH:11][CH:12]=1)[NH:9][C:8](=[O:13])[CH2:7]2)(=[O:3])[CH3:2].[C:14]([O:17][C:18](=O)[CH3:19])(=O)C.[C:21](OC)(OC)([O:23]C)[CH3:22]. Product: [C:21]([N:9]1[C:10]2[C:6](=[CH:5][C:4]([C:1](=[O:3])[CH3:2])=[CH:12][CH:11]=2)[C:7](=[C:18]([O:17][CH3:14])[CH3:19])[C:8]1=[O:13])(=[O:23])[CH3:22]. The catalyst class is: 61.